This data is from Reaction yield outcomes from USPTO patents with 853,638 reactions. The task is: Predict the reaction yield, written as a fraction of the theoretical maximum amount of product (1.0 means a 100% yield; for example, 0.34 means a 34% yield). (1) The reactants are [F:1][C:2]1[CH:3]=[C:4]([CH:6]=[CH:7][C:8]=1[O:9][CH3:10])[NH2:5].C(O[CH:14]=[C:15]([C:21]([O:23][CH2:24][CH3:25])=[O:22])[C:16]([O:18][CH2:19][CH3:20])=[O:17])C. No catalyst specified. The product is [F:1][C:2]1[CH:3]=[C:4]([NH:5][CH:14]=[C:15]([C:16]([O:18][CH2:19][CH3:20])=[O:17])[C:21]([O:23][CH2:24][CH3:25])=[O:22])[CH:6]=[CH:7][C:8]=1[O:9][CH3:10]. The yield is 0.780. (2) The reactants are [NH2:1][C:2]1[CH:11]=[CH:10][C:9]([Cl:12])=[CH:8][C:3]=1[C:4]([O:6][CH3:7])=[O:5].CC(N(C)C)=O.[F:19][C:20]([F:35])([F:34])[C:21]1[CH:22]=[C:23]([CH:27]=[C:28]([C:30]([F:33])([F:32])[F:31])[CH:29]=1)[C:24](Cl)=[O:25]. The catalyst is O. The product is [F:19][C:20]([F:34])([F:35])[C:21]1[CH:22]=[C:23]([C:24]([NH:1][C:2]2[CH:11]=[CH:10][C:9]([Cl:12])=[CH:8][C:3]=2[C:4]([O:6][CH3:7])=[O:5])=[O:25])[CH:27]=[C:28]([C:30]([F:31])([F:32])[F:33])[CH:29]=1. The yield is 0.990. (3) The reactants are [Cl:1][C:2]1[CH:3]=[C:4]2[C:9](=[CH:10][C:11]=1[O:12][C:13]1[CH:21]=[CH:20][C:16]([C:17](O)=[O:18])=[CH:15][CH:14]=1)[O:8][CH2:7][CH2:6][CH:5]2[C:22]([O:24][CH2:25][CH3:26])=[O:23].[Cl:27][C:28]1[CH:29]=[C:30]([CH:33]=[CH:34][C:35]=1[Cl:36])[CH2:31][NH2:32].Cl.CN(C)CCCN=C=NCC.ON1C2N=CC=CC=2N=N1. The catalyst is C(Cl)Cl.CN(C=O)C. The product is [Cl:1][C:2]1[CH:3]=[C:4]2[C:9](=[CH:10][C:11]=1[O:12][C:13]1[CH:21]=[CH:20][C:16]([C:17](=[O:18])[NH:32][CH2:31][C:30]3[CH:33]=[CH:34][C:35]([Cl:36])=[C:28]([Cl:27])[CH:29]=3)=[CH:15][CH:14]=1)[O:8][CH2:7][CH2:6][CH:5]2[C:22]([O:24][CH2:25][CH3:26])=[O:23]. The yield is 0.944. (4) The reactants are [NH2:1][C@H:2]([CH:21]([CH3:23])[CH3:22])[C:3]([N:5]1[CH2:10][CH2:9][C@@:8]([C:12]2[CH:17]=[CH:16][C:15]([Cl:18])=[CH:14][CH:13]=2)([OH:11])[C:7]([CH3:20])([CH3:19])[CH2:6]1)=[O:4].C(N(CC)CC)C.C(Cl)Cl.[C:34](Cl)(=[O:42])[O:35][C:36]1[CH:41]=[CH:40][CH:39]=[CH:38][CH:37]=1. The catalyst is CCOC(C)=O. The product is [Cl:18][C:15]1[CH:14]=[CH:13][C:12]([C@@:8]2([OH:11])[CH2:9][CH2:10][N:5]([C:3](=[O:4])[C@H:2]([NH:1][C:34](=[O:42])[O:35][C:36]3[CH:41]=[CH:40][CH:39]=[CH:38][CH:37]=3)[CH:21]([CH3:23])[CH3:22])[CH2:6][C:7]2([CH3:19])[CH3:20])=[CH:17][CH:16]=1. The yield is 0.590.